From a dataset of Full USPTO retrosynthesis dataset with 1.9M reactions from patents (1976-2016). Predict the reactants needed to synthesize the given product. (1) Given the product [NH2:43][C:39]1[N:40]=[CH:41][N:42]=[C:37]([NH:1][C@H:2]([C:4]2[N:13]([C:14]3[CH:19]=[CH:18][CH:17]=[CH:16][CH:15]=3)[C:12](=[O:20])[C:11]3[C:6](=[CH:7][CH:8]=[CH:9][C:10]=3[C:21]3[CH:22]=[N:23][N:24]([CH3:26])[CH:25]=3)[N:5]=2)[CH3:3])[C:38]=1[C:44]1[O:48][N:47]=[C:46]([CH3:49])[N:45]=1, predict the reactants needed to synthesize it. The reactants are: [NH2:1][C@H:2]([C:4]1[N:13]([C:14]2[CH:19]=[CH:18][CH:17]=[CH:16][CH:15]=2)[C:12](=[O:20])[C:11]2[C:6](=[CH:7][CH:8]=[CH:9][C:10]=2[C:21]2[CH:22]=[N:23][N:24]([CH3:26])[CH:25]=2)[N:5]=1)[CH3:3].C(N(C(C)C)C(C)C)C.Cl[C:37]1[N:42]=[CH:41][N:40]=[C:39]([NH2:43])[C:38]=1[C:44]1[O:48][N:47]=[C:46]([CH3:49])[N:45]=1. (2) The reactants are: [Cl:1][C:2]1[CH:16]=[CH:15][C:5]([CH2:6][O:7][C:8]2[CH:13]=[CH:12][NH:11][C:10](=[O:14])[CH:9]=2)=[CH:4][CH:3]=1.Br[C:18]1[CH:26]=[C:25]2[C:21]([C:22]3[CH2:31][CH2:30][N:29]([CH3:32])[CH2:28][C:23]=3[N:24]2[CH3:27])=[CH:20][CH:19]=1. Given the product [ClH:1].[Cl:1][C:2]1[CH:16]=[CH:15][C:5]([CH2:6][O:7][C:8]2[CH:13]=[CH:12][N:11]([C:18]3[CH:26]=[C:25]4[C:21]([C:22]5[CH2:31][CH2:30][N:29]([CH3:32])[CH2:28][C:23]=5[N:24]4[CH3:27])=[CH:20][CH:19]=3)[C:10](=[O:14])[CH:9]=2)=[CH:4][CH:3]=1, predict the reactants needed to synthesize it. (3) Given the product [CH3:34][C:35]1[CH:40]=[CH:39][CH:38]=[C:37]([CH3:41])[C:36]=1[NH:42][C:43]([NH:45][C:46]1[C:47]([C:56]([N:2]([CH3:3])[CH2:1][C:74]([O:77][CH3:25])=[O:75])=[O:57])=[CH:48][C:49]2[C:54]([CH:55]=1)=[CH:53][CH:52]=[CH:51][CH:50]=2)=[O:44], predict the reactants needed to synthesize it. The reactants are: [CH3:1][N:2](C(ON1N=NC2C=CC=NC1=2)=[N+](C)C)[CH3:3].F[P-](F)(F)(F)(F)F.[CH:25](N(CC)C(C)C)(C)C.[CH3:34][C:35]1[CH:40]=[CH:39][CH:38]=[C:37]([CH3:41])[C:36]=1[NH:42][C:43]([NH:45][C:46]1[C:47]([C:56](O)=[O:57])=[CH:48][C:49]2[C:54]([CH:55]=1)=[CH:53][CH:52]=[CH:51][CH:50]=2)=[O:44].Cl.CNCC(OC)=O.C(NC(C)C)(C)C.[C:74]([O-:77])(O)=[O:75].[Na+]. (4) Given the product [NH:4]1[C:12]2[C:7](=[CH:8][CH:9]=[CH:10][CH:11]=2)[C:6]([C@@H:13]2[C:21]3[C:16](=[CH:17][CH:18]=[CH:19][CH:20]=3)[C@H:15]([OH:22])[CH2:14]2)=[CH:5]1, predict the reactants needed to synthesize it. The reactants are: C[O-].[Na+].[NH:4]1[C:12]2[C:7](=[CH:8][CH:9]=[CH:10][CH:11]=2)[C:6]([C@@H:13]2[C:21]3[C:16](=[CH:17][CH:18]=[CH:19][CH:20]=3)[C@H:15]([O:22]C(=O)CCC)[CH2:14]2)=[CH:5]1.[NH4+].[Cl-].O. (5) Given the product [F:26][C:27]([F:35])([F:36])[C:28]1[CH:29]=[C:30]([NH:31][C:37]2[CH2:42][CH2:41][CH2:40][C:39](=[O:43])[CH:38]=2)[CH:32]=[CH:33][CH:34]=1, predict the reactants needed to synthesize it. The reactants are: [O-]S(C(F)(F)F)(=O)=O.[Yb+3].[O-]S(C(F)(F)F)(=O)=O.[O-]S(C(F)(F)F)(=O)=O.[F:26][C:27]([F:36])([F:35])[C:28]1[CH:29]=[C:30]([CH:32]=[CH:33][CH:34]=1)[NH2:31].[C:37]1(=O)[CH2:42][CH2:41][CH2:40][C:39](=[O:43])[CH2:38]1.CO. (6) Given the product [C:1]12([CH2:11][C:12]([NH:26][C:17]3[C:16]([Cl:15])=[CH:25][CH:24]=[C:23]4[C:18]=3[CH:19]=[CH:20][CH:21]=[N:22]4)=[O:13])[CH2:10][CH:5]3[CH2:4][CH:3]([CH2:9][CH:7]([CH2:6]3)[CH2:8]1)[CH2:2]2, predict the reactants needed to synthesize it. The reactants are: [C:1]12([CH2:11][C:12](Cl)=[O:13])[CH2:10][CH:5]3[CH2:6][CH:7]([CH2:9][CH:3]([CH2:4]3)[CH2:2]1)[CH2:8]2.[Cl:15][C:16]1[CH:25]=[CH:24][C:23]2[N:22]=[CH:21][CH:20]=[CH:19][C:18]=2[C:17]=1[NH2:26].[H-].[Na+]. (7) Given the product [F:25][C:26]1[CH:27]=[CH:28][C:29]([C:32]2[CH:37]=[CH:36][C:35]([S:38]([CH3:41])(=[O:39])=[O:40])=[CH:34][C:33]=2[C:42]([N:68]2[CH2:69][CH2:70][N:65]([C:62]3[CH:61]=[CH:60][C:59]([N:54]4[CH:58]=[CH:57][CH:56]=[N:55]4)=[CH:64][CH:63]=3)[CH2:66][CH2:67]2)=[O:44])=[CH:30][CH:31]=1, predict the reactants needed to synthesize it. The reactants are: CN(C(ON1N=NC2C=CC=NC1=2)=[N+](C)C)C.F[P-](F)(F)(F)(F)F.[F:25][C:26]1[CH:31]=[CH:30][C:29]([C:32]2[C:33]([C:42]([OH:44])=O)=[CH:34][C:35]([S:38]([CH3:41])(=[O:40])=[O:39])=[CH:36][CH:37]=2)=[CH:28][CH:27]=1.CCN(C(C)C)C(C)C.[N:54]1([C:59]2[CH:64]=[CH:63][C:62]([N:65]3[CH2:70][CH2:69][NH:68][CH2:67][CH2:66]3)=[CH:61][CH:60]=2)[CH:58]=[CH:57][CH:56]=[N:55]1.